From a dataset of Reaction yield outcomes from USPTO patents with 853,638 reactions. Predict the reaction yield, written as a fraction of the theoretical maximum amount of product (1.0 means a 100% yield; for example, 0.34 means a 34% yield). (1) The reactants are Cl[C:2]1[N:7]=[C:6](Cl)[CH:5]=[C:4]([Cl:9])[N:3]=1.[NH:10]1[CH2:15][CH2:14][O:13][CH2:12][CH2:11]1.[OH2:16].Cl. The catalyst is C1(C)C=CC=CC=1. The product is [Cl:9][C:4]1[N:3]=[C:2]([N:10]2[CH2:15][CH2:14][O:13][CH2:12][CH2:11]2)[N:7]=[C:6]([N:10]2[CH2:15][CH2:14][O:16][CH2:12][CH2:11]2)[CH:5]=1. The yield is 0.919. (2) The reactants are [C:1]([O:5][C:6]([N:8]1[CH2:13][C:12](=O)[N:11]([C:15]2[CH:20]=[CH:19][C:18]([O:21][CH2:22][CH2:23][CH2:24][S:25][CH2:26][C:27]3[CH:32]=[CH:31][CH:30]=[CH:29][C:28]=3[O:33][CH3:34])=[CH:17][CH:16]=2)[C@@H:10]([CH2:35][O:36][C:37]2[CH:46]=[CH:45][C:44]3[C:39](=[CH:40][CH:41]=[CH:42][CH:43]=3)[CH:38]=2)[CH2:9]1)=[O:7])([CH3:4])([CH3:3])[CH3:2].C(C(C(C([O-])=O)O)O)([O-])=O.[K+].[Na+]. The catalyst is O1CCCC1. The product is [C:1]([O:5][C:6]([N:8]1[CH2:13][CH2:12][N:11]([C:15]2[CH:20]=[CH:19][C:18]([O:21][CH2:22][CH2:23][CH2:24][S:25][CH2:26][C:27]3[CH:32]=[CH:31][CH:30]=[CH:29][C:28]=3[O:33][CH3:34])=[CH:17][CH:16]=2)[C@@H:10]([CH2:35][O:36][C:37]2[CH:46]=[CH:45][C:44]3[C:39](=[CH:40][CH:41]=[CH:42][CH:43]=3)[CH:38]=2)[CH2:9]1)=[O:7])([CH3:4])([CH3:2])[CH3:3]. The yield is 0.550. (3) The reactants are Cl[C:2]1[C:11]2[C:6](=[CH:7][CH:8]=[C:9]([Cl:12])[N:10]=2)[N:5]=[CH:4][C:3]=1[C:13](=[O:16])[CH2:14][CH3:15].[CH3:17][N:18]([CH2:20][C@H:21]1[CH2:26][CH2:25][C@H:24]([NH2:27])[CH2:23][CH2:22]1)[CH3:19]. No catalyst specified. The product is [Cl:12][C:9]1[N:10]=[C:11]2[C:6](=[CH:7][CH:8]=1)[N:5]=[CH:4][C:3]([C:13](=[O:16])[CH2:14][CH3:15])=[C:2]2[NH:27][CH:24]1[CH2:25][CH2:26][CH:21]([CH2:20][N:18]([CH3:19])[CH3:17])[CH2:22][CH2:23]1. The yield is 0.930.